Dataset: Forward reaction prediction with 1.9M reactions from USPTO patents (1976-2016). Task: Predict the product of the given reaction. (1) Given the reactants [Cl:1][C:2]1[CH:3]=[C:4]([CH:7]=[CH:8][C:9]=1[NH:10][NH2:11])[C:5]#[N:6].[OH:12][C:13]1[CH:20]=[C:19]([OH:21])[CH:18]=[CH:17][C:14]=1[CH:15]=O, predict the reaction product. The product is: [Cl:1][C:2]1[CH:3]=[C:4]([CH:7]=[CH:8][C:9]=1[NH:10][N:11]=[CH:15][C:14]1[CH:17]=[CH:18][C:19]([OH:21])=[CH:20][C:13]=1[OH:12])[C:5]#[N:6]. (2) Given the reactants CN(C)C(C)(C)COC1C=CC(C=O)=CC=1.[CH3:17][N:18]([CH3:61])[C:19]([CH3:60])([CH3:59])[CH2:20][O:21][C:22]1[CH:58]=[CH:57][C:25]([CH2:26][CH2:27][CH2:28][NH:29][C:30]2[CH:35]=[C:34]([O:36][CH3:37])[C:33]([O:38][CH3:39])=[CH:32][C:31]=2[C@@H:40]2[CH2:49][CH2:48][C:47]3[CH:46]=[C:45]([O:50]C(=O)C(C)(C)C)[CH:44]=[CH:43][C:42]=3[CH2:41]2)=[CH:24][CH:23]=1, predict the reaction product. The product is: [CH3:61][N:18]([CH3:17])[C:19]([CH3:59])([CH3:60])[CH2:20][O:21][C:22]1[CH:23]=[CH:24][C:25]([CH2:26][CH2:27][CH2:28][NH:29][C:30]2[CH:35]=[C:34]([O:36][CH3:37])[C:33]([O:38][CH3:39])=[CH:32][C:31]=2[C@@H:40]2[CH2:49][CH2:48][C:47]3[CH:46]=[C:45]([OH:50])[CH:44]=[CH:43][C:42]=3[CH2:41]2)=[CH:57][CH:58]=1. (3) Given the reactants C1COCC1.[C:6]1([Mg]Br)[CH:11]=[CH:10][CH:9]=[CH:8][CH:7]=1.[NH2:14][C:15]1[C:16]2[CH:29]=[C:28]([CH:30]=[O:31])[S:27][C:17]=2[N:18]=[C:19]([C:21]2[O:22][C:23]([CH3:26])=[CH:24][CH:25]=2)[N:20]=1, predict the reaction product. The product is: [NH2:14][C:15]1[C:16]2[CH:29]=[C:28]([CH:30]([C:6]3[CH:11]=[CH:10][CH:9]=[CH:8][CH:7]=3)[OH:31])[S:27][C:17]=2[N:18]=[C:19]([C:21]2[O:22][C:23]([CH3:26])=[CH:24][CH:25]=2)[N:20]=1. (4) The product is: [C:1]([O:5][C:6]([N:8]1[CH2:12][CH2:11][C@H:10]([O:13][C:14]2[CH:15]=[CH:16][C:17]([CH:20]3[CH2:25][CH2:24][N:23]([C:26]([O:28][CH2:29][C:30]4[CH:35]=[CH:34][CH:33]=[CH:32][CH:31]=4)=[O:27])[CH2:22][CH:21]3[O:36][CH2:38][C:39]3[CH:40]=[CH:41][C:42]4[O:47][CH2:46][C:45](=[O:48])[N:44]([CH2:49][CH2:50][CH2:51][O:52][CH3:53])[C:43]=4[CH:54]=3)=[CH:18][CH:19]=2)[CH2:9]1)=[O:7])([CH3:4])([CH3:2])[CH3:3]. Given the reactants [C:1]([O:5][C:6]([N:8]1[CH2:12][CH2:11][C@H:10]([O:13][C:14]2[CH:19]=[CH:18][C:17]([CH:20]3[CH2:25][CH2:24][N:23]([C:26]([O:28][CH2:29][C:30]4[CH:35]=[CH:34][CH:33]=[CH:32][CH:31]=4)=[O:27])[CH2:22][CH:21]3[OH:36])=[CH:16][CH:15]=2)[CH2:9]1)=[O:7])([CH3:4])([CH3:3])[CH3:2].Cl[CH2:38][C:39]1[CH:40]=[CH:41][C:42]2[O:47][CH2:46][C:45](=[O:48])[N:44]([CH2:49][CH2:50][CH2:51][O:52][CH3:53])[C:43]=2[CH:54]=1, predict the reaction product. (5) Given the reactants C(OC(=O)[O:7][CH2:8][C@@H:9]1[C@H:13]([CH2:14][N:15]([C:19]([O:21][C:22]([CH3:25])([CH3:24])[CH3:23])=[O:20])[CH:16]([CH3:18])[CH3:17])[CH2:12][N:11]([CH2:26][C:27]2[CH:32]=[CH:31][CH:30]=[CH:29][CH:28]=2)[CH2:10]1)(C)(C)C.CC[O-].[Na+], predict the reaction product. The product is: [C:22]([O:21][C:19](=[O:20])[N:15]([CH2:14][C@H:13]1[C@@H:9]([CH2:8][OH:7])[CH2:10][N:11]([CH2:26][C:27]2[CH:32]=[CH:31][CH:30]=[CH:29][CH:28]=2)[CH2:12]1)[CH:16]([CH3:17])[CH3:18])([CH3:24])([CH3:25])[CH3:23]. (6) Given the reactants Cl.[F:2][C:3]1[CH:8]=[CH:7][C:6]([NH:9][C:10]2[CH:15]=[CH:14][N:13]=[C:12]([NH:16][C:17]3[CH:22]=[CH:21][C:20]([S:23](Cl)(=[O:25])=[O:24])=[CH:19][CH:18]=3)[N:11]=2)=[CH:5][CH:4]=1.Cl.[CH3:28][NH:29][CH:30]1[CH2:35][CH2:34][N:33]([CH2:36][C:37]2[CH:42]=[CH:41][CH:40]=[CH:39][N:38]=2)[CH2:32][CH2:31]1, predict the reaction product. The product is: [F:2][C:3]1[CH:8]=[CH:7][C:6]([NH:9][C:10]2[CH:15]=[CH:14][N:13]=[C:12]([NH:16][C:17]3[CH:22]=[CH:21][C:20]([S:23]([N:29]([CH3:28])[CH:30]4[CH2:35][CH2:34][N:33]([CH2:36][C:37]5[CH:42]=[CH:41][CH:40]=[CH:39][N:38]=5)[CH2:32][CH2:31]4)(=[O:25])=[O:24])=[CH:19][CH:18]=3)[N:11]=2)=[CH:5][CH:4]=1.